Task: Predict the reactants needed to synthesize the given product.. Dataset: Full USPTO retrosynthesis dataset with 1.9M reactions from patents (1976-2016) (1) Given the product [CH3:48][N:33]([CH3:32])[C:34]1[CH:35]=[CH:36][C:37]([CH2:38][CH2:39][N:40]2[CH2:44][CH2:43][C@H:42]([O:28][C:27](=[O:29])[C:26]3[CH:25]=[CH:24][C:23]([N+:20]([O-:22])=[O:21])=[CH:31][CH:30]=3)[CH2:41]2)=[CH:46][CH:47]=1, predict the reactants needed to synthesize it. The reactants are: C1(P(C2C=CC=CC=2)C2C=CC=CC=2)C=CC=CC=1.[N+:20]([C:23]1[CH:31]=[CH:30][C:26]([C:27]([OH:29])=[O:28])=[CH:25][CH:24]=1)([O-:22])=[O:21].[CH3:32][N:33]([CH3:48])[C:34]1[CH:47]=[CH:46][C:37]([CH2:38][CH2:39][N:40]2[CH2:44][CH2:43][C@@H:42](O)[CH2:41]2)=[CH:36][CH:35]=1.N(C(OCC)=O)=NC(OCC)=O. (2) Given the product [C:1]([O:5][C:6]([N:8]1[C:17]2[C:12](=[CH:13][C:14]([C:28]3[CH:33]=[N:32][CH:31]=[C:30]([OH:34])[CH:29]=3)=[CH:15][N:16]=2)[CH2:11][CH2:10][CH2:9]1)=[O:7])([CH3:2])([CH3:3])[CH3:4], predict the reactants needed to synthesize it. The reactants are: [C:1]([O:5][C:6]([N:8]1[C:17]2[C:12](=[CH:13][C:14](B3OC(C)(C)C(C)(C)O3)=[CH:15][N:16]=2)[CH2:11][CH2:10][CH2:9]1)=[O:7])([CH3:4])([CH3:3])[CH3:2].Br[C:28]1[CH:29]=[C:30]([OH:34])[CH:31]=[N:32][CH:33]=1. (3) The reactants are: Cl[CH2:2][C:3]1[N:7]([CH3:8])[N:6]=[CH:5][CH:4]=1.[C-:9]#[N:10].[K+]. Given the product [CH3:8][N:7]1[C:3]([CH2:2][C:9]#[N:10])=[CH:4][CH:5]=[N:6]1, predict the reactants needed to synthesize it.